This data is from Reaction yield outcomes from USPTO patents with 853,638 reactions. The task is: Predict the reaction yield, written as a fraction of the theoretical maximum amount of product (1.0 means a 100% yield; for example, 0.34 means a 34% yield). (1) The reactants are Br[C:2]1[C:3]([O:19][CH2:20][C:21]2[N:22]([CH3:26])[N:23]=[CH:24][N:25]=2)=[N:4][N:5]2[C:10]=1[C:9]([CH3:11])=[N:8][N:7]=[C:6]2[C:12]1[CH:17]=[CH:16][CH:15]=[CH:14][C:13]=1[F:18].[S:27]1[CH:31]=[CH:30][C:29](B(O)O)=[CH:28]1.C(=O)([O-])[O-].[Cs+].[Cs+].C(P(C(C)(C)C)C(C)(C)C)(C)(C)C. The catalyst is O1CCOCC1.C1C=CC(/C=C/C(/C=C/C2C=CC=CC=2)=O)=CC=1.C1C=CC(/C=C/C(/C=C/C2C=CC=CC=2)=O)=CC=1.C1C=CC(/C=C/C(/C=C/C2C=CC=CC=2)=O)=CC=1.[Pd].[Pd]. The product is [F:18][C:13]1[CH:14]=[CH:15][CH:16]=[CH:17][C:12]=1[C:6]1[N:5]2[N:4]=[C:3]([O:19][CH2:20][C:21]3[N:22]([CH3:26])[N:23]=[CH:24][N:25]=3)[C:2]([C:29]3[CH:30]=[CH:31][S:27][CH:28]=3)=[C:10]2[C:9]([CH3:11])=[N:8][N:7]=1. The yield is 0.830. (2) The reactants are [Cl:1][C:2]1[N:7]=[CH:6][C:5]([N:8]2[C@@H:15]3[C@@H:10]([CH2:11][CH2:12][NH:13][CH2:14]3)[CH2:9]2)=[CH:4][C:3]=1[CH3:16].[C:17]([OH:24])(=[O:23])/[CH:18]=[CH:19]/[C:20]([OH:22])=[O:21]. No catalyst specified. The product is [C:17]([OH:24])(=[O:23])/[CH:18]=[CH:19]/[C:20]([OH:22])=[O:21].[Cl:1][C:2]1[N:7]=[CH:6][C:5]([N:8]2[C@@H:15]3[C@@H:10]([CH2:11][CH2:12][NH:13][CH2:14]3)[CH2:9]2)=[CH:4][C:3]=1[CH3:16]. The yield is 0.330. (3) The product is [C:18]([O:22][C:23](=[O:24])[NH:10][C:7]1[CH:8]=[CH:9][C:4]([CH:1]=[CH:2][CH3:3])=[CH:5][CH:6]=1)([CH3:21])([CH3:20])[CH3:19]. The reactants are [CH:1]([C:4]1[CH:9]=[CH:8][C:7]([NH2:10])=[CH:6][CH:5]=1)=[CH:2][CH3:3].C(N(CC)CC)C.[C:18]([O:22][C:23](O[C:23]([O:22][C:18]([CH3:21])([CH3:20])[CH3:19])=[O:24])=[O:24])([CH3:21])([CH3:20])[CH3:19]. The catalyst is O1CCOCC1.O. The yield is 0.900. (4) The reactants are C([O:5][C:6](=[O:22])[CH2:7][C@@H:8]([CH2:19][CH2:20][CH3:21])[C:9]([O:11][CH2:12][C:13]1[CH:18]=[CH:17][CH:16]=[CH:15][CH:14]=1)=[O:10])(C)(C)C.FC(F)(F)C(O)=O. The catalyst is C(Cl)Cl. The product is [CH2:12]([O:11][C:9](=[O:10])[C@H:8]([CH2:19][CH2:20][CH3:21])[CH2:7][C:6]([OH:22])=[O:5])[C:13]1[CH:18]=[CH:17][CH:16]=[CH:15][CH:14]=1. The yield is 0.990. (5) The reactants are [Cl:1][C:2]1[CH:7]=[CH:6][N:5]=[C:4]2[NH:8][CH:9]=[CH:10][C:3]=12.[H-].[Na+].[CH:13]([Si:16](Cl)([CH:20]([CH3:22])[CH3:21])[CH:17]([CH3:19])[CH3:18])([CH3:15])[CH3:14].[Cl-].[NH4+]. The catalyst is C1COCC1. The product is [Cl:1][C:2]1[CH:7]=[CH:6][N:5]=[C:4]2[N:8]([Si:16]([CH:20]([CH3:22])[CH3:21])([CH:17]([CH3:19])[CH3:18])[CH:13]([CH3:15])[CH3:14])[CH:9]=[CH:10][C:3]=12. The yield is 0.990. (6) The reactants are [CH3:1][O:2][C:3]1[C:8]([C:9]2[CH:14]=[CH:13][N:12]=[C:11]([NH2:15])[CH:10]=2)=[CH:7][CH:6]=[CH:5][N:4]=1.[C:16](N1C=CC=CC1=O)(N1C=CC=CC1=O)=[S:17]. The catalyst is ClCCl. The product is [N:15]([C:11]1[CH:10]=[C:9]([C:8]2[C:3]([O:2][CH3:1])=[N:4][CH:5]=[CH:6][CH:7]=2)[CH:14]=[CH:13][N:12]=1)=[C:16]=[S:17]. The yield is 0.718. (7) The reactants are [CH2:1]([C:5]1[C:9]([CH2:10][NH:11][C:12]2[CH:20]=[CH:19][C:15]([C:16]([OH:18])=O)=[CH:14][N:13]=2)=[C:8]([CH3:21])[O:7][N:6]=1)[CH2:2][CH2:3][CH3:4].[NH2:22][CH:23]1[CH2:28][CH2:27][O:26][CH2:25][CH2:24]1. No catalyst specified. The product is [CH2:1]([C:5]1[C:9]([CH2:10][NH:11][C:12]2[CH:20]=[CH:19][C:15]([C:16]([NH:22][CH:23]3[CH2:28][CH2:27][O:26][CH2:25][CH2:24]3)=[O:18])=[CH:14][N:13]=2)=[C:8]([CH3:21])[O:7][N:6]=1)[CH2:2][CH2:3][CH3:4]. The yield is 0.860.